This data is from Reaction yield outcomes from USPTO patents with 853,638 reactions. The task is: Predict the reaction yield, written as a fraction of the theoretical maximum amount of product (1.0 means a 100% yield; for example, 0.34 means a 34% yield). (1) The reactants are [CH3:1][O:2][C:3]1[N:8]=[CH:7][C:6]([OH:9])=[CH:5][CH:4]=1.C([Mg]Cl)(C)C.[Br:15][C:16]1[CH:24]=[CH:23][CH:22]=[C:21]2[C:17]=1[C:18](=[O:26])[C:19](=[O:25])[NH:20]2. The catalyst is O1CCCC1. The product is [Br:15][C:16]1[CH:24]=[CH:23][CH:22]=[C:21]2[C:17]=1[C:18]([OH:26])([C:7]1[C:6]([OH:9])=[CH:5][CH:4]=[C:3]([O:2][CH3:1])[N:8]=1)[C:19](=[O:25])[NH:20]2. The yield is 0.670. (2) The reactants are [CH3:1][C:2]1[CH:10]=[CH:9][C:8]([N:11]([CH3:20])[S:12]([C:15]2[S:16][CH:17]=[CH:18][CH:19]=2)(=[O:14])=[O:13])=[C:7]2[C:3]=1[CH:4]=[C:5]([C:21]1[S:22][CH:23]([CH2:26][C:27]([O:29]CC)=[O:28])[CH2:24][N:25]=1)[NH:6]2.[OH-].[K+].C(O)(=O)CC(CC(O)=O)(C(O)=O)O. The catalyst is O1CCCC1.CO. The product is [CH3:1][C:2]1[CH:10]=[CH:9][C:8]([N:11]([CH3:20])[S:12]([C:15]2[S:16][CH:17]=[CH:18][CH:19]=2)(=[O:14])=[O:13])=[C:7]2[C:3]=1[CH:4]=[C:5]([C:21]1[S:22][CH:23]([CH2:26][C:27]([OH:29])=[O:28])[CH2:24][N:25]=1)[NH:6]2. The yield is 0.950. (3) The reactants are [NH:1]1[CH2:6][CH2:5][CH:4]([C:7]2[CH:8]=[C:9]3[C:13](=[CH:14][CH:15]=2)[NH:12][C:11](=[O:16])[CH2:10]3)[CH2:3][CH2:2]1.Cl[C:18]1[N:23]=[CH:22][CH:21]=[CH:20][N:19]=1.CCN(C(C)C)C(C)C. The catalyst is CCO. The product is [N:19]1[CH:20]=[CH:21][CH:22]=[N:23][C:18]=1[N:1]1[CH2:2][CH2:3][CH:4]([C:7]2[CH:8]=[C:9]3[C:13](=[CH:14][CH:15]=2)[NH:12][C:11](=[O:16])[CH2:10]3)[CH2:5][CH2:6]1. The yield is 0.880.